From a dataset of Catalyst prediction with 721,799 reactions and 888 catalyst types from USPTO. Predict which catalyst facilitates the given reaction. (1) Reactant: [S:1]1[CH:5]=[CH:4][CH:3]=[C:2]1[CH2:6][NH:7][C:8](=[O:19])OC1C=CC([N+]([O-])=O)=CC=1.[CH3:20][N:21]([CH2:23][C:24]([O:26][CH2:27][CH3:28])=[O:25])[NH2:22].C(N(CC)CC)C. Product: [CH3:20][N:21]([CH2:23][C:24]([O:26][CH2:27][CH3:28])=[O:25])[NH:22][C:8](=[O:19])[NH:7][CH2:6][C:2]1[S:1][CH:5]=[CH:4][CH:3]=1. The catalyst class is: 96. (2) Reactant: [NH2:1][C:2]1[N:10]=[CH:9][N:8]=[C:7]2[C:3]=1[N:4]=[C:5]([S:17][C:18]1[N:19]([CH2:27][CH2:28][CH3:29])[C:20]3[C:25]([CH:26]=1)=[CH:24][CH:23]=[CH:22][CH:21]=3)[N:6]2[CH2:11][CH2:12][O:13][C:14](=[O:16])[CH3:15].C1C(=O)N([I:37])C(=O)C1.CCOC(C)=O. Product: [NH2:1][C:2]1[N:10]=[CH:9][N:8]=[C:7]2[C:3]=1[N:4]=[C:5]([S:17][C:18]1[N:19]([CH2:27][CH2:28][CH3:29])[C:20]3[C:25]([C:26]=1[I:37])=[CH:24][CH:23]=[CH:22][CH:21]=3)[N:6]2[CH2:11][CH2:12][O:13][C:14](=[O:16])[CH3:15]. The catalyst class is: 1. (3) Reactant: [NH2:1][C:2]1[C:6]([C:7]([NH2:9])=[O:8])=[CH:5][NH:4][N:3]=1.[C:10]([CH:12]=[C:13]1[CH2:18][CH2:17][N:16]([C:19]([O:21][C:22]([CH3:25])([CH3:24])[CH3:23])=[O:20])[CH2:15][CH2:14]1)#[N:11].CC#N.C1CCN2C(=NCCC2)CC1. Product: [NH2:1][C:2]1[C:6]([C:7](=[O:8])[NH2:9])=[CH:5][N:4]([C:13]2([CH2:12][C:10]#[N:11])[CH2:14][CH2:15][N:16]([C:19]([O:21][C:22]([CH3:23])([CH3:24])[CH3:25])=[O:20])[CH2:17][CH2:18]2)[N:3]=1. The catalyst class is: 6. (4) Reactant: [Cl-].O[NH3+:3].[C:4](=[O:7])([O-])[OH:5].[Na+].CS(C)=O.[Br:13][C:14]1[CH:15]=[C:16]([C:22](=[O:52])[CH2:23][N:24]2[C:29](=[O:30])[C:28]3[CH:31]=[C:32]([CH2:34][CH3:35])[S:33][C:27]=3[N:26]([CH2:36][C:37]3[CH:42]=[CH:41][C:40]([C:43]4[C:44]([C:49]#[N:50])=[CH:45][CH:46]=[CH:47][CH:48]=4)=[CH:39][CH:38]=3)[C:25]2=[O:51])[CH:17]=[CH:18][C:19]=1[O:20][CH3:21]. Product: [Br:13][C:14]1[CH:15]=[C:16]([C:22](=[O:52])[CH2:23][N:24]2[C:29](=[O:30])[C:28]3[CH:31]=[C:32]([CH2:34][CH3:35])[S:33][C:27]=3[N:26]([CH2:36][C:37]3[CH:42]=[CH:41][C:40]([C:43]4[CH:48]=[CH:47][CH:46]=[CH:45][C:44]=4[C:49]4[NH:3][C:4](=[O:7])[O:5][N:50]=4)=[CH:39][CH:38]=3)[C:25]2=[O:51])[CH:17]=[CH:18][C:19]=1[O:20][CH3:21]. The catalyst class is: 22.